This data is from Reaction yield outcomes from USPTO patents with 853,638 reactions. The task is: Predict the reaction yield, written as a fraction of the theoretical maximum amount of product (1.0 means a 100% yield; for example, 0.34 means a 34% yield). (1) The reactants are Br[C:2]1[CH:11]=[CH:10][C:5]([C:6]([O:8][CH3:9])=[O:7])=[C:4]([F:12])[CH:3]=1.[CH3:13][N:14](C)C=O. The catalyst is [C-]#N.[Zn+2].[C-]#N.C1(P(C2C=CC=CC=2)C2C=CC=CC=2)C=CC=CC=1.C1(P(C2C=CC=CC=2)C2C=CC=CC=2)C=CC=CC=1.C1(P(C2C=CC=CC=2)C2C=CC=CC=2)C=CC=CC=1.C1(P(C2C=CC=CC=2)C2C=CC=CC=2)C=CC=CC=1.[Pd]. The product is [C:13]([C:2]1[CH:11]=[CH:10][C:5]([C:6]([O:8][CH3:9])=[O:7])=[C:4]([F:12])[CH:3]=1)#[N:14]. The yield is 0.800. (2) The reactants are [CH3:1][O:2][C:3]1[CH:8]=[C:7]([O:9][CH3:10])[CH:6]=[CH:5][C:4]=1[C:11](=[O:18])[CH2:12][C:13]([O:15][CH2:16][CH3:17])=[O:14].[Br:19][C:20]1[CH:25]=[CH:24][C:23](O)=[CH:22][CH:21]=1. No catalyst specified. The product is [Br:19][C:20]1[CH:21]=[CH:22][C:23]2[O:18][C:11]([C:4]3[CH:5]=[CH:6][C:7]([O:9][CH3:10])=[CH:8][C:3]=3[O:2][CH3:1])=[C:12]([C:13]([O:15][CH2:16][CH3:17])=[O:14])[C:24]=2[CH:25]=1. The yield is 0.650. (3) The reactants are Cl[C:2]1[N:11]=[C:10]([N:12]2[CH2:21][CH:20]([C:22]3[CH:27]=[CH:26][CH:25]=[CH:24][CH:23]=3)[C:19]3[C:14](=[CH:15][CH:16]=[CH:17][CH:18]=3)[CH2:13]2)[C:9]2[C:4](=[CH:5][CH:6]=[CH:7][CH:8]=2)[N:3]=1.[N:28]1[CH:29]=[CH:30][N:31]2[CH:36]=[C:35](B(O)O)[CH:34]=[CH:33][C:32]=12.N1C=CN2C=C(C3N=C(NCC(C4C=CC=CC=4)C4NC=CC=4)C4C(=CC=CC=4)N=3)C=CC=12. The catalyst is C(Cl)Cl.CCOC(C)=O. The product is [N:28]1[CH:29]=[CH:30][N:31]2[CH:36]=[C:35]([C:2]3[N:11]=[C:10]([N:12]4[CH2:21][CH:20]([C:22]5[CH:27]=[CH:26][CH:25]=[CH:24][CH:23]=5)[C:19]5[C:14](=[CH:15][CH:16]=[CH:17][CH:18]=5)[CH2:13]4)[C:9]4[C:4](=[CH:5][CH:6]=[CH:7][CH:8]=4)[N:3]=3)[CH:34]=[CH:33][C:32]=12. The yield is 0.520. (4) The reactants are [Br:1][C:2]1[CH:7]=[CH:6][C:5]([C:8](=[O:13])[C:9]([F:12])([F:11])[F:10])=[CH:4][CH:3]=1.[BH4-].[Na+]. The catalyst is C1COCC1. The product is [Br:1][C:2]1[CH:7]=[CH:6][C:5]([CH:8]([OH:13])[C:9]([F:11])([F:12])[F:10])=[CH:4][CH:3]=1. The yield is 0.920. (5) The reactants are [Br:1][CH:2]([C:6]1[C:7]([Cl:12])=[N:8][CH:9]=[CH:10][CH:11]=1)[C:3]([OH:5])=[O:4].S(=O)(=O)(O)O.[C:18]([O-])(O)=O.[Na+]. The catalyst is CO. The product is [Br:1][CH:2]([C:6]1[C:7]([Cl:12])=[N:8][CH:9]=[CH:10][CH:11]=1)[C:3]([O:5][CH3:18])=[O:4]. The yield is 0.420. (6) The reactants are [BrH:1].[CH2:2]([O:4][C:5]([C:7]1[S:8][C:9](N)=[N:10][N:11]=1)=[O:6])[CH3:3].N([O-])=O.[Na+]. The catalyst is C(Cl)Cl.[O-]S([O-])(=S)=O.[Na+].[Na+]. The product is [CH2:2]([O:4][C:5]([C:7]1[S:8][C:9]([Br:1])=[N:10][N:11]=1)=[O:6])[CH3:3]. The yield is 0.710. (7) The reactants are [F:1][C:2]1[CH:3]=[CH:4][C:5]2[O:9][CH:8]=[C:7]([CH3:10])[C:6]=2[CH:11]=1.[CH:12]1([C:17](Cl)=[O:18])[CH2:16][CH2:15][CH2:14][CH2:13]1.[Cl-].[Al+3].[Cl-].[Cl-].O. The catalyst is [N+](C)([O-])=O. The product is [CH:12]1([C:17]([C:8]2[O:9][C:5]3[CH:4]=[CH:3][C:2]([F:1])=[CH:11][C:6]=3[C:7]=2[CH3:10])=[O:18])[CH2:16][CH2:15][CH2:14][CH2:13]1. The yield is 0.640.